From a dataset of Catalyst prediction with 721,799 reactions and 888 catalyst types from USPTO. Predict which catalyst facilitates the given reaction. (1) Reactant: OC1[C:11]2[C:6](=[CH:7][CH:8]=[CH:9][CH:10]=2)[CH:5]=[CH:4][C:3]=1[C:12](=O)[CH3:13].[CH3:15][C:16]1[CH:21]=[CH:20][CH:19]=[C:18]([CH3:22])N=1.[F:23][C:24]([F:37])([F:36])[S:25]([O:28]S(C(F)(F)F)(=O)=O)(=[O:27])=[O:26]. Product: [F:23][C:24]([F:37])([F:36])[S:25]([O:28][C:15]1[C:18]2[C:22]3[C:5](=[CH:4][CH:3]=[CH:12][CH:13]=3)[C:6]3[C:11](=[CH:10][CH:9]=[CH:8][CH:7]=3)[C:19]=2[CH:20]=[CH:21][CH:16]=1)(=[O:27])=[O:26]. The catalyst class is: 143. (2) Reactant: [CH2:1]([O:8][C:9]1[C:14]2[N:15]([CH3:18])[CH:16]=[N:17][C:13]=2[CH:12]=[C:11](Br)[CH:10]=1)[C:2]1[CH:7]=[CH:6][CH:5]=[CH:4][CH:3]=1.[CH3:20][O:21][C:22]1[CH:23]=[C:24](B(O)O)[CH:25]=[CH:26][C:27]=1[O:28][CH3:29].C([O-])([O-])=O.[Cs+].[Cs+].COCCOC. Product: [CH2:1]([O:8][C:9]1[C:14]2[N:15]([CH3:18])[CH:16]=[N:17][C:13]=2[CH:12]=[C:11]([C:25]2[CH:24]=[CH:23][C:22]([O:21][CH3:20])=[C:27]([O:28][CH3:29])[CH:26]=2)[CH:10]=1)[C:2]1[CH:7]=[CH:6][CH:5]=[CH:4][CH:3]=1. The catalyst class is: 6.